Dataset: Peptide-MHC class II binding affinity with 134,281 pairs from IEDB. Task: Regression. Given a peptide amino acid sequence and an MHC pseudo amino acid sequence, predict their binding affinity value. This is MHC class II binding data. (1) The peptide sequence is LNTLVKQLSSNFGAI. The MHC is DRB1_0401 with pseudo-sequence DRB1_0401. The binding affinity (normalized) is 0.759. (2) The binding affinity (normalized) is 0.487. The peptide sequence is FNILTGKKITAHLKR. The MHC is HLA-DQA10501-DQB10402 with pseudo-sequence HLA-DQA10501-DQB10402. (3) The peptide sequence is KNKVNLLTHSINALI. The MHC is DRB1_0404 with pseudo-sequence DRB1_0404. The binding affinity (normalized) is 0.650. (4) The peptide sequence is DLPVWLSWQVAKAGL. The MHC is DRB1_0301 with pseudo-sequence DRB1_0301. The binding affinity (normalized) is 0.787. (5) The peptide sequence is RQELRCGSGVFIHNDVEA. The MHC is DRB3_0101 with pseudo-sequence DRB3_0101. The binding affinity (normalized) is 0.208.